Dataset: Experimentally validated miRNA-target interactions with 360,000+ pairs, plus equal number of negative samples. Task: Binary Classification. Given a miRNA mature sequence and a target amino acid sequence, predict their likelihood of interaction. (1) The miRNA is mmu-miR-30e-5p with sequence UGUAAACAUCCUUGACUGGAAG. The protein sequence of the target gene is MALEQLCAVLKVLLITVLVVEGIAVAQKTQDGQNIGIKHIPATQCGIWVRTSNGGHFASPNYPDSYPPNKECIYILEAAPRQRIELTFDERYYIEPSFECRFDHLEIRDGPFGFSPLIDRYCGMKSPALIRSTGRFMWIKFSSDEELEGLGFRAKYSFIPDPDFTYLGGILNPIPDCQFELSGADGIVRSSQVEQEEKTKPGQAVDCIWTIKATPKAKIYLRFLDYQMEHSNECKRNFVAVYDGSSAIENLKAKFCSTVANDVMLKTGVGVIRMWADEGSRLSRFRMLFTSFVEPPCTSS.... Result: 1 (interaction). (2) The miRNA is hsa-miR-6509-5p with sequence AUUAGGUAGUGGCAGUGGAAC. The protein sequence of the target gene is MSSYFVNPLFSKYKAGESLEPAYYDCRFPQSVGRSHALVYGPGGSAPGFQHASHHVQDFFHHGTSGISNSGYQQNPCSLSCHGDASKFYGYEALPRQSLYGAQQEASVVQYPDCKSSANTNSSEGQGHLNQNSSPSLMFPWMRPHAPGRRSGRQTYSRYQTLELEKEFLFNPYLTRKRRIEVSHALGLTERQVKIWFQNRRMKWKKENNKDKLPGARDEEKVEEEGNEEEEKEEEEKEENKD. Result: 1 (interaction). (3) The protein sequence of the target gene is MASELEPEVQAIDRSLLECSAEEIAGKWLQATDLTREVYQHLAHYVPKIYCRGPNPFPQKEDMLAQHVLLGPMEWYLCGEDPAFGFPKLEQANKPSHLCGRVFKVGEPTYSCRDCAVDPTCVLCMECFLGSIHRDHRYRMTTSGGGGFCDCGDTEAWKEGPYCQKHELNTSEIEEEEDPLVHLSEDVIARTYNIFAITFRYAVEILTWEKESELPADLEMVEKSDTYYCMLFNDEVHTYEQVIYTLQKAVNCTQKEAIGFATTVDRDGRRSVRYGDFQYCEQAKSVIVRNTSRQTKPLKV.... Result: 0 (no interaction). The miRNA is rno-miR-181c-5p with sequence AACAUUCAACCUGUCGGUGAGU. (4) The miRNA is hsa-miR-6770-5p with sequence UGAGAAGGCACAGCUUGCACGUGA. The protein sequence of the target gene is MASLQEANGSTAWPPPTASNISEPHQCLLLLYEDIGSSRVRYWDLLLLIPNVLFFIFLLWKLPLARAKIRVTSSPIFITFYILVFVVALVGIARAVVSMTVSASDAATVADKILWEITRFFLLAIELSVIILGLAFGHLESKSSIKRVLAITTVLSLAYSVTQGTLEILYPDSHLSAEDFNIYGHGGRQFWLVSSCFFFLVYSLVVILPKTPLKERVSLPSRRSFYVYAGILATLNLLQGLGSALLCANIIVGLCCVDATTFLYFSFFAPLIYVAFLRGFFGSEPKILFSYKCQVDEAEE.... Result: 0 (no interaction). (5) The miRNA is hsa-miR-664a-5p with sequence ACUGGCUAGGGAAAAUGAUUGGAU. The protein sequence of the target gene is MAWTKYQLFLAGLMLVTGSINTLSAKWADNFMAEGCGGSKEHSFQHPFLQAVGMFLGEFSCLAAFYLLRCRAAGQSDSSVDPQQPFNPLLFLPPALCDMTGTSLMYVALNMTSASSFQMLRGAVIIFTGLFSVAFLGRRLVLSQWLGILATIAGLVVVGLADLLSKHDSQHKLSEVITGDLLIIMAQIIVAIQMVLEEKFVYKHNVHPLRAVGTEGLFGFVILSLLLVPMYYIPAGSFSGNPRGTLEDALDAFCQVGQQPLIAVALLGNISSIAFFNFAGISVTKELSATTRMVLDSLRT.... Result: 1 (interaction). (6) The miRNA is hsa-miR-4252 with sequence GGCCACUGAGUCAGCACCA. The protein sequence of the target gene is MADQDPAGISPLQQMVASGTGAVVTSLFMTPLDVVKVRLQSQRPSMASELMPSSRLWSLSYTKLPSSLQSTGKCLLYCNGVLEPLYLCPNGARCATWFQDPTRFTGTMDAFVKIVRHEGTRTLWSGLPATLVMTVPATAIYFTAYDQLKAFLCGRALTSDLYAPMVAGALARLGTVTVISPLELMRTKLQAQHVSYRELGACVRTAVAQGGWRSLWLGWGPTALRDVPFSALYWFNYELVKSWLNGFRPKDQTSVGMSFVAGGISGTVAAVLTLPFDVVKTQRQVALGAMEAVRVNPLHV.... Result: 0 (no interaction).